This data is from Peptide-MHC class I binding affinity with 185,985 pairs from IEDB/IMGT. The task is: Regression. Given a peptide amino acid sequence and an MHC pseudo amino acid sequence, predict their binding affinity value. This is MHC class I binding data. (1) The peptide sequence is FAFLYLLV. The MHC is H-2-Kb with pseudo-sequence H-2-Kb. The binding affinity (normalized) is 0.909. (2) The peptide sequence is MAMTTVLSI. The MHC is HLA-B08:01 with pseudo-sequence HLA-B08:01. The binding affinity (normalized) is 0.742.